This data is from NCI-60 drug combinations with 297,098 pairs across 59 cell lines. The task is: Regression. Given two drug SMILES strings and cell line genomic features, predict the synergy score measuring deviation from expected non-interaction effect. (1) Drug 1: C(CC(=O)O)C(=O)CN.Cl. Drug 2: C1CN(P(=O)(OC1)NCCCl)CCCl. Cell line: DU-145. Synergy scores: CSS=23.3, Synergy_ZIP=-0.582, Synergy_Bliss=5.99, Synergy_Loewe=-9.04, Synergy_HSA=0.311. (2) Drug 1: C(=O)(N)NO. Drug 2: CCN(CC)CCCC(C)NC1=C2C=C(C=CC2=NC3=C1C=CC(=C3)Cl)OC. Cell line: MCF7. Synergy scores: CSS=11.6, Synergy_ZIP=-6.62, Synergy_Bliss=0.986, Synergy_Loewe=-15.0, Synergy_HSA=1.76. (3) Cell line: HOP-92. Drug 1: CC(CN1CC(=O)NC(=O)C1)N2CC(=O)NC(=O)C2. Synergy scores: CSS=35.9, Synergy_ZIP=-7.17, Synergy_Bliss=4.15, Synergy_Loewe=5.72, Synergy_HSA=7.49. Drug 2: CC1=C(C(=CC=C1)Cl)NC(=O)C2=CN=C(S2)NC3=CC(=NC(=N3)C)N4CCN(CC4)CCO. (4) Drug 1: CNC(=O)C1=CC=CC=C1SC2=CC3=C(C=C2)C(=NN3)C=CC4=CC=CC=N4. Drug 2: CC1=C2C(C(=O)C3(C(CC4C(C3C(C(C2(C)C)(CC1OC(=O)C(C(C5=CC=CC=C5)NC(=O)OC(C)(C)C)O)O)OC(=O)C6=CC=CC=C6)(CO4)OC(=O)C)OC)C)OC. Cell line: RPMI-8226. Synergy scores: CSS=78.0, Synergy_ZIP=13.6, Synergy_Bliss=10.3, Synergy_Loewe=-13.8, Synergy_HSA=8.89. (5) Drug 1: C1=CC(=CC=C1CCC2=CNC3=C2C(=O)NC(=N3)N)C(=O)NC(CCC(=O)O)C(=O)O. Drug 2: C1=NC2=C(N1)C(=S)N=CN2. Cell line: NCI-H322M. Synergy scores: CSS=3.26, Synergy_ZIP=-12.6, Synergy_Bliss=-26.9, Synergy_Loewe=-26.8, Synergy_HSA=-25.0. (6) Synergy scores: CSS=59.7, Synergy_ZIP=25.6, Synergy_Bliss=23.7, Synergy_Loewe=17.4, Synergy_HSA=22.0. Drug 1: CC12CCC(CC1=CCC3C2CCC4(C3CC=C4C5=CN=CC=C5)C)O. Drug 2: CC(C)NC(=O)C1=CC=C(C=C1)CNNC.Cl. Cell line: K-562. (7) Drug 1: C1CC(C1)(C2=CC=C(C=C2)C3=C(C=C4C(=N3)C=CN5C4=NNC5=O)C6=CC=CC=C6)N. Drug 2: CC(C)(C#N)C1=CC=C(C=C1)N2C3=C4C=C(C=CC4=NC=C3N(C2=O)C)C5=CC6=CC=CC=C6N=C5. Cell line: NCI-H460. Synergy scores: CSS=57.0, Synergy_ZIP=2.35, Synergy_Bliss=0.956, Synergy_Loewe=6.67, Synergy_HSA=7.78.